This data is from Reaction yield outcomes from USPTO patents with 853,638 reactions. The task is: Predict the reaction yield, written as a fraction of the theoretical maximum amount of product (1.0 means a 100% yield; for example, 0.34 means a 34% yield). (1) The reactants are [CH2:1]([S:3]([N:6]1[CH2:11][CH2:10][CH:9]([C:12]2[C:20]3[C:15](=[C:16]([C:28]([NH2:30])=[O:29])[CH:17]=[C:18]([C:21]4[CH:25]=[C:24]([CH:26]=O)[S:23][CH:22]=4)[CH:19]=3)[NH:14][CH:13]=2)[CH2:8][CH2:7]1)(=[O:5])=[O:4])[CH3:2].[CH3:31][C:32]1[C:36]([CH2:37][NH:38][CH3:39])=[C:35]([CH3:40])[NH:34][N:33]=1.C(O[BH-](OC(=O)C)OC(=O)C)(=O)C.[Na+]. The catalyst is CS(C)=O.C(O)(=O)C. The product is [CH3:31][C:32]1[C:36]([CH2:37][N:38]([CH2:26][C:24]2[S:23][CH:22]=[C:21]([C:18]3[CH:19]=[C:20]4[C:15](=[C:16]([C:28]([NH2:30])=[O:29])[CH:17]=3)[NH:14][CH:13]=[C:12]4[CH:9]3[CH2:8][CH2:7][N:6]([S:3]([CH2:1][CH3:2])(=[O:5])=[O:4])[CH2:11][CH2:10]3)[CH:25]=2)[CH3:39])=[C:35]([CH3:40])[NH:34][N:33]=1. The yield is 0.110. (2) The reactants are [C:1]([O:5][C:6](=[O:22])[NH:7][CH2:8][CH2:9][O:10][C:11]1[CH:16]=[CH:15][C:14]([CH2:17][CH2:18][CH2:19][CH2:20][NH2:21])=[CH:13][CH:12]=1)([CH3:4])([CH3:3])[CH3:2].I.[NH2:24][C:25]1[C:26]([C:33]([NH:35][C:36](=[NH:39])SC)=[O:34])=[N:27][C:28]([Cl:32])=[C:29]([NH2:31])[N:30]=1.C(N(CC)CC)C. The catalyst is C1COCC1. The product is [C:1]([O:5][C:6](=[O:22])[NH:7][CH2:8][CH2:9][O:10][C:11]1[CH:16]=[CH:15][C:14]([CH2:17][CH2:18][CH2:19][CH2:20][NH:21][C:36]([NH2:39])=[N:35][C:33]([C:26]2[C:25]([NH2:24])=[N:30][C:29]([NH2:31])=[C:28]([Cl:32])[N:27]=2)=[O:34])=[CH:13][CH:12]=1)([CH3:4])([CH3:2])[CH3:3]. The yield is 0.920. (3) The reactants are C([O-])([O-])=O.[K+].[K+].[SH:7][C:8]1[CH:17]=[CH:16][C:11]([C:12]([O:14][CH3:15])=[O:13])=[CH:10][CH:9]=1.Br[CH2:19][CH:20]([CH3:22])[CH3:21]. The catalyst is CN(C=O)C. The product is [CH2:19]([S:7][C:8]1[CH:9]=[CH:10][C:11]([C:12]([O:14][CH3:15])=[O:13])=[CH:16][CH:17]=1)[CH:20]([CH3:22])[CH3:21]. The yield is 0.820. (4) The reactants are [CH:1]([CH:4]1[CH2:9][CH:8]([CH3:10])[C:7](=[O:11])[C:6]([CH3:12])=[CH:5]1)([CH3:3])[CH3:2].[CH2:13]([Mg]Cl)[CH3:14]. The catalyst is C1COCC1. The product is [CH2:13]([C:7]1([OH:11])[CH:8]([CH3:10])[CH2:9][CH:4]([CH:1]([CH3:3])[CH3:2])[CH:5]=[C:6]1[CH3:12])[CH3:14]. The yield is 0.660. (5) The reactants are Br[C:2]1[CH:10]=[CH:9][CH:8]=[C:7]2[C:3]=1[CH:4]=[CH:5][NH:6]2.[C:11]1([C:20]2[CH:25]=[CH:24][CH:23]=[CH:22][CH:21]=2)[C:12](B(O)O)=[CH:13][CH:14]=[CH:15][CH:16]=1.[OH-].[Na+]. The catalyst is C1COCC1.[Pd].C(OCC)(=O)C. The product is [C:11]1([C:20]2[CH:21]=[CH:22][CH:23]=[CH:24][CH:25]=2)[CH:12]=[CH:13][CH:14]=[CH:15][C:16]=1[C:2]1[CH:10]=[CH:9][CH:8]=[C:7]2[C:3]=1[CH:4]=[CH:5][NH:6]2. The yield is 0.930. (6) The yield is 0.430. The catalyst is CO. The reactants are C[N:2](C)[CH:3]=[CH:4][C:5]([C:7]1[C:12](=[O:13])[CH:11]=[CH:10][N:9]([C:14]2[CH:19]=[CH:18][CH:17]=[C:16]([C:20]([F:23])([F:22])[F:21])[CH:15]=2)[N:8]=1)=O.Cl.[CH3:26][O:27][C:28]1[CH:36]=[CH:35][C:31]([CH2:32][NH:33]N)=[CH:30][CH:29]=1.CCN(CC)CC.Cl. The product is [CH3:26][O:27][C:28]1[CH:36]=[CH:35][C:31]([CH2:32][N:33]2[C:5]([C:7]3[C:12](=[O:13])[CH:11]=[CH:10][N:9]([C:14]4[CH:19]=[CH:18][CH:17]=[C:16]([C:20]([F:23])([F:22])[F:21])[CH:15]=4)[N:8]=3)=[CH:4][CH:3]=[N:2]2)=[CH:30][CH:29]=1.